From a dataset of Forward reaction prediction with 1.9M reactions from USPTO patents (1976-2016). Predict the product of the given reaction. Given the reactants [Br:1][C:2]1[CH:3]=[C:4]([N+:18]([O-:20])=[O:19])[C:5]([N:8]2[CH2:13][CH2:12][CH:11]([CH2:14][C:15]([OH:17])=O)[CH2:10][CH2:9]2)=[N:6][CH:7]=1.F[B-](F)(F)F.N1(OC(N(C)C)=[N+](C)C)C2C=CC=CC=2N=N1.N1C=CC=CC=1.[CH3:49][N:50]1[CH2:56][CH2:55][CH2:54][NH:53][CH2:52][CH2:51]1, predict the reaction product. The product is: [Br:1][C:2]1[CH:3]=[C:4]([N+:18]([O-:20])=[O:19])[C:5]([N:8]2[CH2:9][CH2:10][CH:11]([CH2:14][C:15]([N:53]3[CH2:54][CH2:55][CH2:56][N:50]([CH3:49])[CH2:51][CH2:52]3)=[O:17])[CH2:12][CH2:13]2)=[N:6][CH:7]=1.